This data is from Peptide-MHC class II binding affinity with 134,281 pairs from IEDB. The task is: Regression. Given a peptide amino acid sequence and an MHC pseudo amino acid sequence, predict their binding affinity value. This is MHC class II binding data. (1) The peptide sequence is RLFKAFILDGDNLFP. The MHC is HLA-DQA10101-DQB10501 with pseudo-sequence HLA-DQA10101-DQB10501. The binding affinity (normalized) is 0.545. (2) The peptide sequence is ELKESWGAIWRIDTP. The MHC is HLA-DPA10201-DPB11401 with pseudo-sequence HLA-DPA10201-DPB11401. The binding affinity (normalized) is 0.0381.